Dataset: Full USPTO retrosynthesis dataset with 1.9M reactions from patents (1976-2016). Task: Predict the reactants needed to synthesize the given product. (1) Given the product [C:16]1([C@H:22]([O:24][C:30](=[O:39])[NH:27][C:9]2[N:10]=[CH:11][O:12][C:8]=2[C:5]2[CH:4]=[CH:3][C:2]([Br:1])=[CH:7][CH:6]=2)[CH3:23])[CH:21]=[CH:20][CH:19]=[CH:18][CH:17]=1, predict the reactants needed to synthesize it. The reactants are: [Br:1][C:2]1[CH:7]=[CH:6][C:5]([C:8]2[O:12][CH:11]=[N:10][C:9]=2C(O)=O)=[CH:4][CH:3]=1.[C:16]1([C@H:22]([OH:24])[CH3:23])[CH:21]=[CH:20][CH:19]=[CH:18][CH:17]=1.C([N:27]([CH2:30]C)CC)C.C1(P(N=[N+]=[N-])(C2C=CC=CC=2)=[O:39])C=CC=CC=1. (2) Given the product [CH2:21]([O:20][C:19]([NH:18][C@H:11]1[C:12]2[C:17](=[CH:16][CH:15]=[CH:14][CH:13]=2)[N:8]([C:6]([C:5]2[CH:30]=[CH:31][C:2](/[CH:39]=[CH:38]/[CH2:37][CH2:36][C:35]([O:34][CH2:32][CH3:33])=[O:40])=[CH:3][CH:4]=2)=[O:7])[C@@H:9]([CH3:29])[CH2:10]1)=[O:28])[C:22]1[CH:27]=[CH:26][CH:25]=[CH:24][CH:23]=1, predict the reactants needed to synthesize it. The reactants are: I[C:2]1[CH:31]=[CH:30][C:5]([C:6]([N:8]2[C:17]3[C:12](=[CH:13][CH:14]=[CH:15][CH:16]=3)[C@H:11]([NH:18][C:19](=[O:28])[O:20][CH2:21][C:22]3[CH:27]=[CH:26][CH:25]=[CH:24][CH:23]=3)[CH2:10][C@@H:9]2[CH3:29])=[O:7])=[CH:4][CH:3]=1.[CH2:32]([O:34][C:35](=[O:40])[CH2:36][CH2:37][CH:38]=[CH2:39])[CH3:33].C([O-])(=O)C.[K+].C1(P(C2C=CC=CC=2)C2C=CC=CC=2)C=CC=CC=1. (3) Given the product [Br:28][C:9]1[C:10]([OH:14])=[N:11][CH:12]=[N:13][C:8]=1[C:6]1[CH:7]=[C:2]([Cl:1])[CH:3]=[CH:4][C:5]=1[N:15]1[CH:19]=[C:18]([Cl:20])[N:17]=[N:16]1, predict the reactants needed to synthesize it. The reactants are: [Cl:1][C:2]1[CH:3]=[CH:4][C:5]([N:15]2[CH:19]=[C:18]([Cl:20])[N:17]=[N:16]2)=[C:6]([C:8]2[N:13]=[CH:12][N:11]=[C:10]([OH:14])[CH:9]=2)[CH:7]=1.C1C(=O)N([Br:28])C(=O)C1. (4) Given the product [Br:22][C:15]1[CH:16]=[CH:17][C:18]([O:20][CH3:21])=[CH:19][C:14]=1[CH:11]1[CH2:10][CH2:9][NH:8][CH2:13][CH2:12]1, predict the reactants needed to synthesize it. The reactants are: C(OC([N:8]1[CH2:13][CH2:12][CH:11]([C:14]2[CH:19]=[C:18]([O:20][CH3:21])[CH:17]=[CH:16][C:15]=2[Br:22])[CH2:10][CH2:9]1)=O)(C)(C)C.FC(F)(F)C(O)=O.